Dataset: Catalyst prediction with 721,799 reactions and 888 catalyst types from USPTO. Task: Predict which catalyst facilitates the given reaction. Reactant: [H-].[Na+].[C:3]([N:10]1[CH2:14][CH2:13][C@H:12]([OH:15])[CH2:11]1)([O:5][C:6]([CH3:9])([CH3:8])[CH3:7])=[O:4].F[C:17]1[CH:18]=[C:19]([N+:23]([O-:25])=[O:24])[CH:20]=[CH:21][CH:22]=1. Product: [C:6]([O:5][C:3]([N:10]1[CH2:14][CH2:13][CH:12]([O:15][C:17]2[CH:22]=[CH:21][CH:20]=[C:19]([N+:23]([O-:25])=[O:24])[CH:18]=2)[CH2:11]1)=[O:4])([CH3:9])([CH3:8])[CH3:7]. The catalyst class is: 16.